This data is from HIV replication inhibition screening data with 41,000+ compounds from the AIDS Antiviral Screen. The task is: Binary Classification. Given a drug SMILES string, predict its activity (active/inactive) in a high-throughput screening assay against a specified biological target. (1) The compound is CC(=O)Nc1ccc2oc(=O)ccc2c1. The result is 0 (inactive). (2) The drug is C=CCNC(=S)NC=C(c1ccccc1)S(=O)Cc1ccccc1. The result is 0 (inactive).